The task is: Regression. Given a peptide amino acid sequence and an MHC pseudo amino acid sequence, predict their binding affinity value. This is MHC class I binding data.. This data is from Peptide-MHC class I binding affinity with 185,985 pairs from IEDB/IMGT. (1) The peptide sequence is DGPKLKQW. The MHC is Mamu-B3901 with pseudo-sequence Mamu-B3901. The binding affinity (normalized) is 0.136. (2) The peptide sequence is FYPINDDFY. The MHC is HLA-B08:03 with pseudo-sequence HLA-B08:03. The binding affinity (normalized) is 0.0847.